Dataset: Forward reaction prediction with 1.9M reactions from USPTO patents (1976-2016). Task: Predict the product of the given reaction. (1) Given the reactants [CH3:1][O:2][C:3]1[CH:4]=[C:5]2[C:9](=[CH:10][CH:11]=1)[NH:8][C:7]([CH3:12])=[CH:6]2.[Cl:13][C:14]1[C:15]([CH2:24]Cl)=[N:16][CH:17]=[C:18]([C:20]([F:23])([F:22])[F:21])[CH:19]=1.C(=O)([O-])[O-].[K+].[K+], predict the reaction product. The product is: [Cl:13][C:14]1[C:15]([CH2:24][N:8]2[C:9]3[C:5](=[CH:4][C:3]([O:2][CH3:1])=[CH:11][CH:10]=3)[CH:6]=[C:7]2[CH3:12])=[N:16][CH:17]=[C:18]([C:20]([F:22])([F:21])[F:23])[CH:19]=1. (2) Given the reactants [CH3:1][C:2]([CH3:19])([CH3:18])[CH2:3][NH:4][C:5]1[C:14]2[C:9](=[CH:10][CH:11]=[C:12]([OH:15])[CH:13]=2)[N:8]=[C:7]([C:16]#[N:17])[N:6]=1.ClC[CH2:22][CH2:23][N:24]1[CH2:29][CH2:28][N:27]([CH2:30][CH2:31][CH3:32])[CH2:26][CH2:25]1.[C:33](=O)([O-])[O-].[Cs+].[Cs+].O, predict the reaction product. The product is: [CH3:1][C:2]([CH3:19])([CH3:18])[CH2:3][NH:4][C:5]1[C:14]2[C:9](=[CH:10][CH:11]=[C:12]([O:15][CH2:32][CH2:31][CH2:30][N:27]3[CH2:26][CH2:25][N:24]([CH:23]([CH3:22])[CH3:33])[CH2:29][CH2:28]3)[CH:13]=2)[N:8]=[C:7]([C:16]#[N:17])[N:6]=1. (3) Given the reactants [Cl:1][C:2]1[S:6][C:5]([C:7]2[N:8]=[C:9]([NH2:12])[S:10][CH:11]=2)=[CH:4][CH:3]=1.[C:13]1([C:19]2[CH:24]=[CH:23][C:22]([S:25](Cl)(=[O:27])=[O:26])=[CH:21][CH:20]=2)[CH:18]=[CH:17][CH:16]=[CH:15][CH:14]=1, predict the reaction product. The product is: [Cl:1][C:2]1[S:6][C:5]([C:7]2[N:8]=[C:9]([NH:12][S:25]([C:22]3[CH:21]=[CH:20][C:19]([C:13]4[CH:18]=[CH:17][CH:16]=[CH:15][CH:14]=4)=[CH:24][CH:23]=3)(=[O:27])=[O:26])[S:10][CH:11]=2)=[CH:4][CH:3]=1. (4) Given the reactants Br[C:2]1[CH:3]=[N:4][C:5]([O:8][C:9]2[C:10]([F:26])=[C:11]([C:19]3[N:20]=[CH:21][C:22]([NH2:25])=[N:23][CH:24]=3)[CH:12]=[CH:13][C:14]=2[CH:15]2[CH2:18][CH2:17][CH2:16]2)=[N:6][CH:7]=1.CC1(C)C(C)(C)OB([C:35]2[CH:36]=[N:37][C:38]([NH2:41])=[N:39][CH:40]=2)O1.O1CCOCC1.C([O-])([O-])=O.[Na+].[Na+], predict the reaction product. The product is: [NH2:25][C:22]1[N:23]=[CH:24][C:19]([C:11]2[C:10]([F:26])=[C:9]([C:14]([CH:15]3[CH2:18][CH2:17][CH2:16]3)=[CH:13][CH:12]=2)[O:8][C:5]2[N:4]=[CH:3][C:2]([C:35]3[CH:36]=[N:37][C:38]([NH2:41])=[N:39][CH:40]=3)=[CH:7][N:6]=2)=[N:20][CH:21]=1. (5) Given the reactants [CH3:1][O:2][C:3]([C:5]1[NH:6][C:7](=[O:31])[NH:8][C:9]=1[CH2:10][S:11][C:12]1[CH:17]=[CH:16][C:15]([O:18][CH2:19][C:20]2[C:29]3[C:24](=[CH:25][CH:26]=[CH:27][CH:28]=3)[N:23]=[C:22]([CH3:30])[CH:21]=2)=[CH:14][CH:13]=1)=[O:4].C1COCC1.CO.[OH2:39].OOS([O-])=O.[K+].C([O-])(O)=O.[Na+].[OH2:51], predict the reaction product. The product is: [CH3:1][O:2][C:3]([C:5]1[NH:6][C:7](=[O:31])[NH:8][C:9]=1[CH2:10][S:11]([C:12]1[CH:17]=[CH:16][C:15]([O:18][CH2:19][C:20]2[C:29]3[C:24](=[CH:25][CH:26]=[CH:27][CH:28]=3)[N:23]=[C:22]([CH3:30])[CH:21]=2)=[CH:14][CH:13]=1)(=[O:51])=[O:39])=[O:4].